This data is from TCR-epitope binding with 47,182 pairs between 192 epitopes and 23,139 TCRs. The task is: Binary Classification. Given a T-cell receptor sequence (or CDR3 region) and an epitope sequence, predict whether binding occurs between them. (1) The epitope is KAFSPEVIPMF. The TCR CDR3 sequence is CASSLGGGYTF. Result: 1 (the TCR binds to the epitope). (2) The epitope is NLVPMVATV. The TCR CDR3 sequence is CASSEAARATGELFF. Result: 1 (the TCR binds to the epitope). (3) The epitope is ELAGIGILTV. The TCR CDR3 sequence is CSVGSGGTNEKLFF. Result: 1 (the TCR binds to the epitope). (4) The epitope is KLFIRQEEV. The TCR CDR3 sequence is CASSLGLAGSNQPQHF. Result: 0 (the TCR does not bind to the epitope).